Dataset: Full USPTO retrosynthesis dataset with 1.9M reactions from patents (1976-2016). Task: Predict the reactants needed to synthesize the given product. Given the product [C:1]([C:4]1[C:22](=[O:23])[C@@:8]2([CH3:24])[C:9]3[C:15]([OH:16])=[CH:14][C:13]([O:17][CH3:18])=[C:12]([C:19]([NH:21][CH2:29][C:28]4[C:31]([CH2:37][CH2:38][CH3:39])=[C:32]([CH3:36])[CH:33]=[C:34]([CH3:35])[C:27]=4[CH3:26])=[O:20])[C:10]=3[O:11][C:7]2=[CH:6][C:5]=1[OH:25])(=[O:3])[CH3:2], predict the reactants needed to synthesize it. The reactants are: [C:1]([C:4]1[C:22](=[O:23])[C@@:8]2([CH3:24])[C:9]3[C:15]([OH:16])=[CH:14][C:13]([O:17][CH3:18])=[C:12]([C:19]([NH2:21])=[O:20])[C:10]=3[O:11][C:7]2=[CH:6][C:5]=1[OH:25])(=[O:3])[CH3:2].[CH3:26][C:27]1[C:34]([CH3:35])=[CH:33][C:32]([CH3:36])=[C:31]([CH2:37][CH2:38][CH3:39])[C:28]=1[CH:29]=O.C([SiH](CC)CC)C.FC(F)(F)C(O)=O.